This data is from Forward reaction prediction with 1.9M reactions from USPTO patents (1976-2016). The task is: Predict the product of the given reaction. (1) Given the reactants Br[C:2]1[N:12]2[C:13]3[C:8]([CH2:9][CH2:10][CH2:11]2)=[C:7]([Br:14])[C:6]([Br:15])=[C:5]([Br:16])[C:4]=3[N:3]=1.[NH:17]1[CH2:22][CH2:21][NH:20][CH2:19][CH2:18]1.[C:23]([OH:30])(=[O:29])/[CH:24]=[CH:25]\[C:26]([OH:28])=[O:27], predict the reaction product. The product is: [C:23]([OH:30])(=[O:29])/[CH:24]=[CH:25]\[C:26]([OH:28])=[O:27].[Br:14][C:7]1[C:6]([Br:15])=[C:5]([Br:16])[C:4]2[N:3]=[C:2]([N:17]3[CH2:22][CH2:21][NH:20][CH2:19][CH2:18]3)[N:12]3[C:13]=2[C:8]=1[CH2:9][CH2:10][CH2:11]3. (2) Given the reactants [BrH:1].Br.[NH2:3][C:4]1[CH:18]=[C:17]([F:19])[CH:16]=[CH:15][C:5]=1[CH2:6][NH:7][CH:8]1[CH2:12][C:11](=[S:13])[NH:10][C:9]1=[O:14].[CH2:20](OC(OCC)OCC)C, predict the reaction product. The product is: [BrH:1].[F:19][C:17]1[CH:18]=[C:4]2[C:5]([CH2:6][N:7]([CH:8]3[CH2:12][C:11](=[S:13])[NH:10][C:9]3=[O:14])[CH:20]=[N:3]2)=[CH:15][CH:16]=1. (3) Given the reactants [C:1]([O:5][C:6]([NH:8][C:9]1[C:13]2=[N:14][CH:15]=[C:16]([CH:18]=[O:19])[CH:17]=[C:12]2[S:11][C:10]=1[C:20]([O:22][CH3:23])=[O:21])=[O:7])([CH3:4])([CH3:3])[CH3:2].[BH4-].[Na+], predict the reaction product. The product is: [C:1]([O:5][C:6]([NH:8][C:9]1[C:13]2=[N:14][CH:15]=[C:16]([CH2:18][OH:19])[CH:17]=[C:12]2[S:11][C:10]=1[C:20]([O:22][CH3:23])=[O:21])=[O:7])([CH3:4])([CH3:3])[CH3:2].